This data is from Full USPTO retrosynthesis dataset with 1.9M reactions from patents (1976-2016). The task is: Predict the reactants needed to synthesize the given product. (1) Given the product [OH:22][CH2:21][CH2:20][O:19][C:15]1[C:16]([CH3:18])=[CH:17][C:12]([C:7]2[NH:6][C:5](=[O:24])[C:4]3[C:9](=[CH:10][CH:11]=[C:2]([NH:1][C:25](=[O:27])[CH3:26])[CH:3]=3)[N:8]=2)=[CH:13][C:14]=1[CH3:23], predict the reactants needed to synthesize it. The reactants are: [NH2:1][C:2]1[CH:3]=[C:4]2[C:9](=[CH:10][CH:11]=1)[N:8]=[C:7]([C:12]1[CH:17]=[C:16]([CH3:18])[C:15]([O:19][CH2:20][CH2:21][OH:22])=[C:14]([CH3:23])[CH:13]=1)[NH:6][C:5]2=[O:24].[C:25](OC(=O)C)(=[O:27])[CH3:26].C([O-])([O-])=O.[K+].[K+]. (2) Given the product [NH2:15][C:13]([NH:12][C:10]1[S:11][C:7]([C:1]2[CH:2]=[CH:3][CH:4]=[CH:5][CH:6]=2)=[CH:8][C:9]=1[C:22]([NH:24][C@H:25]1[CH2:31][CH2:30][CH2:29][CH2:28][N:27]([C:32]([O:34][C:35]([CH3:36])([CH3:37])[CH3:38])=[O:33])[CH2:26]1)=[O:23])=[O:14], predict the reactants needed to synthesize it. The reactants are: [C:1]1([C:7]2[S:11][C:10]([NH:12][C:13]([NH:15]C(=O)C(Cl)(Cl)Cl)=[O:14])=[C:9]([C:22]([NH:24][C@H:25]3[CH2:31][CH2:30][CH2:29][CH2:28][N:27]([C:32]([O:34][C:35]([CH3:38])([CH3:37])[CH3:36])=[O:33])[CH2:26]3)=[O:23])[CH:8]=2)[CH:6]=[CH:5][CH:4]=[CH:3][CH:2]=1.N. (3) Given the product [CH2:9]([N:11]1[C:15]2[N:16]=[CH:17][C:18]([C:27]3[O:31][N:30]=[C:29]([CH2:32][CH:33]4[CH2:38][CH2:37][N:36]([C:1](=[O:6])[CH2:2][CH:3]([CH3:5])[CH3:4])[CH2:35][CH2:34]4)[N:28]=3)=[C:19]([NH:20][CH:21]3[CH2:22][CH2:23][O:24][CH2:25][CH2:26]3)[C:14]=2[CH:13]=[N:12]1)[CH3:10], predict the reactants needed to synthesize it. The reactants are: [C:1](Cl)(=[O:6])[CH2:2][CH:3]([CH3:5])[CH3:4].Cl.[CH2:9]([N:11]1[C:15]2[N:16]=[CH:17][C:18]([C:27]3[O:31][N:30]=[C:29]([CH2:32][CH:33]4[CH2:38][CH2:37][NH:36][CH2:35][CH2:34]4)[N:28]=3)=[C:19]([NH:20][CH:21]3[CH2:26][CH2:25][O:24][CH2:23][CH2:22]3)[C:14]=2[CH:13]=[N:12]1)[CH3:10].C(N(C(C)C)CC)(C)C. (4) Given the product [OH:32][CH2:31][CH2:33][NH:34][C:4]([C:6]1[C:7]2[S:15][CH:14]=[C:13]([CH2:16][O:17][C:18]3[CH:23]=[C:22]([C:24]4[N:25]=[N:26][N:27]([CH3:29])[CH:28]=4)[CH:21]=[CH:20][C:19]=3[CH3:30])[C:8]=2[C:9]([NH2:12])=[N:10][CH:11]=1)=[O:5], predict the reactants needed to synthesize it. The reactants are: C(O[C:4]([C:6]1[C:7]2[S:15][CH:14]=[C:13]([CH2:16][O:17][C:18]3[CH:23]=[C:22]([C:24]4[N:25]=[N:26][N:27]([CH3:29])[CH:28]=4)[CH:21]=[CH:20][C:19]=3[CH3:30])[C:8]=2[C:9]([NH2:12])=[N:10][CH:11]=1)=[O:5])C.[CH2:31]([CH2:33][NH2:34])[OH:32].